This data is from NCI-60 drug combinations with 297,098 pairs across 59 cell lines. The task is: Regression. Given two drug SMILES strings and cell line genomic features, predict the synergy score measuring deviation from expected non-interaction effect. (1) Drug 1: C1CCC(C1)C(CC#N)N2C=C(C=N2)C3=C4C=CNC4=NC=N3. Drug 2: C1=CC(=CC=C1CCC2=CNC3=C2C(=O)NC(=N3)N)C(=O)NC(CCC(=O)O)C(=O)O. Cell line: PC-3. Synergy scores: CSS=24.1, Synergy_ZIP=-1.53, Synergy_Bliss=-6.97, Synergy_Loewe=-27.3, Synergy_HSA=-7.82. (2) Drug 1: C1=NC2=C(N1)C(=S)N=C(N2)N. Drug 2: CC12CCC3C(C1CCC2OP(=O)(O)O)CCC4=C3C=CC(=C4)OC(=O)N(CCCl)CCCl.[Na+]. Cell line: A549. Synergy scores: CSS=32.9, Synergy_ZIP=-3.15, Synergy_Bliss=-2.55, Synergy_Loewe=-35.2, Synergy_HSA=-1.87. (3) Synergy scores: CSS=53.2, Synergy_ZIP=4.06, Synergy_Bliss=1.40, Synergy_Loewe=-53.6, Synergy_HSA=-0.715. Drug 1: CC=C1C(=O)NC(C(=O)OC2CC(=O)NC(C(=O)NC(CSSCCC=C2)C(=O)N1)C(C)C)C(C)C. Drug 2: CC(C)NC(=O)C1=CC=C(C=C1)CNNC.Cl. Cell line: A549. (4) Drug 1: C1=NC2=C(N1)C(=S)N=CN2. Drug 2: CC1CCC2CC(C(=CC=CC=CC(CC(C(=O)C(C(C(=CC(C(=O)CC(OC(=O)C3CCCCN3C(=O)C(=O)C1(O2)O)C(C)CC4CCC(C(C4)OC)O)C)C)O)OC)C)C)C)OC. Synergy scores: CSS=15.1, Synergy_ZIP=-2.98, Synergy_Bliss=-0.257, Synergy_Loewe=-43.3, Synergy_HSA=-1.46. Cell line: M14.